The task is: Predict the product of the given reaction.. This data is from Forward reaction prediction with 1.9M reactions from USPTO patents (1976-2016). (1) Given the reactants [F:1][C:2]1[C:3]([O:21][CH3:22])=[C:4]([CH:9]([CH3:20])[CH:10]([CH3:19])[C:11]([OH:18])([C:14]([F:17])([F:16])[F:15])[CH:12]=O)[CH:5]=[CH:6][C:7]=1[F:8].[NH2:23][C:24]1[CH:33]=[CH:32][CH:31]=[C:30]2[C:25]=1[CH:26]=[N:27][C:28]([CH3:34])=[N:29]2.O, predict the reaction product. The product is: [F:1][C:2]1[C:3]([O:21][CH3:22])=[C:4]([CH:9]([CH3:20])[CH:10]([CH3:19])[C:11]([C:14]([F:17])([F:15])[F:16])([OH:18])[CH:12]=[N:23][C:24]2[CH:33]=[CH:32][CH:31]=[C:30]3[C:25]=2[CH:26]=[N:27][C:28]([CH3:34])=[N:29]3)[CH:5]=[CH:6][C:7]=1[F:8]. (2) Given the reactants C([O:4][CH2:5][C:6](Cl)=[O:7])(=O)C.[Cl:9][C:10]1[C:11]([C:31]2[N:35]3[CH:36]=[CH:37][CH:38]=[CH:39][C:34]3=[N:33][CH:32]=2)=[N:12][C:13]([NH:16][C:17]2[CH:22]=[CH:21][C:20]([N:23]3[CH2:28][CH2:27][NH:26][CH2:25][CH2:24]3)=[CH:19][C:18]=2[O:29][CH3:30])=[N:14][CH:15]=1.C(N(CC)C(C)C)(C)C.C([O-])([O-])=O.[K+].[K+], predict the reaction product. The product is: [Cl:9][C:10]1[C:11]([C:31]2[N:35]3[CH:36]=[CH:37][CH:38]=[CH:39][C:34]3=[N:33][CH:32]=2)=[N:12][C:13]([NH:16][C:17]2[CH:22]=[CH:21][C:20]([N:23]3[CH2:24][CH2:25][N:26]([C:6](=[O:7])[CH2:5][OH:4])[CH2:27][CH2:28]3)=[CH:19][C:18]=2[O:29][CH3:30])=[N:14][CH:15]=1.